Task: Predict the product of the given reaction.. Dataset: Forward reaction prediction with 1.9M reactions from USPTO patents (1976-2016) (1) Given the reactants [Br:1][C:2]1[CH:7]=[C:6]([F:8])[C:5]([F:9])=[CH:4][C:3]=1[OH:10].Br[C:12]1[CH:17]=[CH:16]C(F)=[CH:14][C:13]=1O[C@H](CC=C)C, predict the reaction product. The product is: [Br:1][C:2]1[CH:7]=[C:6]([F:8])[C:5]([F:9])=[CH:4][C:3]=1[O:10][C@H:17]([CH2:12][CH:13]=[CH2:14])[CH3:16]. (2) Given the reactants C(OC([N:8]1[CH2:13][CH2:12][N:11]([C:14]([C:16]2[C:20]3[CH:21]=[N:22][C:23]([O:25][CH3:26])=[CH:24][C:19]=3[N:18]([CH:27]3[CH2:32][CH2:31][CH2:30][CH2:29][CH2:28]3)[C:17]=2[CH2:33][C:34]2[CH:39]=[CH:38][CH:37]=[C:36]([F:40])[C:35]=2[CH3:41])=[O:15])[CH2:10][CH2:9]1)=O)(C)(C)C.Cl.Cl.Cl.C1(N2C3C=C(OC)N=CC=3C(C(N3CCNCC3)=O)=C2CC2C=CC=C(F)C=2C)CCCCC1, predict the reaction product. The product is: [CH:27]1([N:18]2[C:19]3[CH:24]=[C:23]([O:25][CH3:26])[N:22]=[CH:21][C:20]=3[C:16]([C:14]([N:11]3[CH2:12][CH2:13][NH:8][CH2:9][CH2:10]3)=[O:15])=[C:17]2[CH2:33][C:34]2[CH:39]=[CH:38][CH:37]=[C:36]([F:40])[C:35]=2[CH3:41])[CH2:28][CH2:29][CH2:30][CH2:31][CH2:32]1.